Dataset: Reaction yield outcomes from USPTO patents with 853,638 reactions. Task: Predict the reaction yield, written as a fraction of the theoretical maximum amount of product (1.0 means a 100% yield; for example, 0.34 means a 34% yield). (1) The reactants are Cl.[F:2][C:3]1[CH:12]=[CH:11][C:10]([O:13]COC)=[C:9]2[C:4]=1[C:5](=[O:25])[C:6]([C:17]1[CH:22]=[CH:21][C:20]([O:23][CH3:24])=[CH:19][CH:18]=1)=[CH:7][NH:8]2.O.[Na]. The catalyst is C(O)C. The product is [F:2][C:3]1[CH:12]=[CH:11][C:10]([OH:13])=[C:9]2[C:4]=1[C:5](=[O:25])[C:6]([C:17]1[CH:22]=[CH:21][C:20]([O:23][CH3:24])=[CH:19][CH:18]=1)=[CH:7][NH:8]2. The yield is 0.540. (2) The reactants are [NH2:1][C:2]1[C:7]([F:8])=[CH:6][N:5]=[C:4]([O:9][CH2:10][C:11]2[CH:12]=[C:13]([CH:16]=[CH:17][CH:18]=2)[C:14]#[N:15])[N:3]=1.[CH2:19]([N:22]=[C:23]=[S:24])[CH2:20][CH3:21].[Li+].C[Si]([N-][Si](C)(C)C)(C)C.[NH4+].[Cl-]. The catalyst is CN(C=O)C. The product is [C:14]([C:13]1[CH:12]=[C:11]([CH:18]=[CH:17][CH:16]=1)[CH2:10][O:9][C:4]1[N:3]=[C:2]([NH:1][C:23]([NH:22][CH2:19][CH2:20][CH3:21])=[S:24])[C:7]([F:8])=[CH:6][N:5]=1)#[N:15]. The yield is 0.520. (3) The reactants are [CH3:1][O:2][C:3]1[CH:11]=[C:10]2[C:6]([CH:7]=[CH:8][NH:9]2)=[CH:5][C:4]=1[O:12][C:13]1[CH:18]=[CH:17][N:16]=[C:15]([NH2:19])[CH:14]=1.[H-].[Na+].[CH3:22][NH:23][C:24](=O)[O:25]C1C=CC=CC=1.[Cl-].[NH4+]. The catalyst is CN(C)C=O.C(OCC)(=O)C.O. The product is [NH2:19][C:15]1[CH:14]=[C:13]([O:12][C:4]2[CH:5]=[C:6]3[C:10](=[CH:11][C:3]=2[O:2][CH3:1])[N:9]([C:24]([NH:23][CH3:22])=[O:25])[CH:8]=[CH:7]3)[CH:18]=[CH:17][N:16]=1. The yield is 0.660.